From a dataset of Reaction yield outcomes from USPTO patents with 853,638 reactions. Predict the reaction yield, written as a fraction of the theoretical maximum amount of product (1.0 means a 100% yield; for example, 0.34 means a 34% yield). The reactants are [OH:1][C:2]1[CH:7]=[CH:6][C:5]([CH2:8][C:9]([O:11][CH2:12][CH3:13])=[O:10])=[CH:4][CH:3]=1.[C:14]([O-])([O-])=O.[K+].[K+].S(OC)(OC)(=O)=O. The catalyst is C(#N)C. The product is [CH3:14][O:1][C:2]1[CH:3]=[CH:4][C:5]([CH2:8][C:9]([O:11][CH2:12][CH3:13])=[O:10])=[CH:6][CH:7]=1. The yield is 0.740.